This data is from Reaction yield outcomes from USPTO patents with 853,638 reactions. The task is: Predict the reaction yield, written as a fraction of the theoretical maximum amount of product (1.0 means a 100% yield; for example, 0.34 means a 34% yield). (1) The yield is 0.420. The catalyst is O. The reactants are [Br:1][C:2]1[CH:7]=[CH:6][C:5]([CH:8](C(OCC)=O)[C:9]([O:11][CH2:12][CH3:13])=[O:10])=[C:4]([O:19][CH3:20])[CH:3]=1.[Cl-].[Li+].CS(C)=O. The product is [Br:1][C:2]1[CH:7]=[CH:6][C:5]([CH2:8][C:9]([O:11][CH2:12][CH3:13])=[O:10])=[C:4]([O:19][CH3:20])[CH:3]=1. (2) The reactants are Cl[C:2]1[C:11]2[C:6](=[CH:7][C:8]([O:14][CH3:15])=[C:9]([O:12][CH3:13])[CH:10]=2)[N:5]=[CH:4][CH:3]=1.[OH:16][C:17]1[CH:22]=[CH:21][CH:20]=[CH:19][C:18]=1[C:23](=[O:25])[CH3:24]. The catalyst is CN(C)C1C=CN=CC=1.ClC1C=CC=CC=1Cl. The product is [CH3:13][O:12][C:9]1[CH:10]=[C:11]2[C:6](=[CH:7][C:8]=1[O:14][CH3:15])[N:5]=[CH:4][CH:3]=[C:2]2[O:16][C:17]1[CH:22]=[CH:21][CH:20]=[CH:19][C:18]=1[C:23](=[O:25])[CH3:24]. The yield is 0.430. (3) The reactants are Cl.[CH3:2][O:3][C:4]([CH:6]1[CH2:10][CH:9]([O:11][S:12]([C:15]2[CH:20]=[CH:19][C:18]([Br:21])=[CH:17][CH:16]=2)(=[O:14])=[O:13])[CH2:8][NH:7]1)=[O:5].[C:22]([O:26][C:27]([NH:29][CH:30]([CH:34]1[CH2:39][CH2:38][O:37][CH2:36][CH2:35]1)[C:31](O)=[O:32])=[O:28])([CH3:25])([CH3:24])[CH3:23].CN(C(ON1N=NC2C=CC=NC1=2)=[N+](C)C)C.F[P-](F)(F)(F)(F)F.CCN(C(C)C)C(C)C. The catalyst is C(Cl)Cl. The product is [CH3:2][O:3][C:4]([CH:6]1[CH2:10][CH:9]([O:11][S:12]([C:15]2[CH:20]=[CH:19][C:18]([Br:21])=[CH:17][CH:16]=2)(=[O:14])=[O:13])[CH2:8][N:7]1[C:31](=[O:32])[CH:30]([NH:29][C:27]([O:26][C:22]([CH3:24])([CH3:23])[CH3:25])=[O:28])[CH:34]1[CH2:39][CH2:38][O:37][CH2:36][CH2:35]1)=[O:5]. The yield is 0.700. (4) The reactants are Cl[C:2]1[N:7]=[C:6]([NH:8][C:9]2[CH:14]=[CH:13][C:12]([O:15][CH2:16][CH3:17])=[CH:11][CH:10]=2)[C:5]([F:18])=[CH:4][N:3]=1.C(N(C(C)C)C(C)C)C.[CH2:28]1[CH2:38][O:37][C:36]2[CH:35]=[CH:34][C:32]([NH2:33])=[CH:31][C:30]=2[O:29]1. The catalyst is C(O)CO. The product is [CH2:16]([O:15][C:12]1[CH:13]=[CH:14][C:9]([NH:8][C:6]2[C:5]([F:18])=[CH:4][N:3]=[C:2]([NH:33][C:32]3[CH:34]=[CH:35][C:36]4[O:37][CH2:38][CH2:28][O:29][C:30]=4[CH:31]=3)[N:7]=2)=[CH:10][CH:11]=1)[CH3:17]. The yield is 0.600. (5) The reactants are [NH2:1][C:2]1[C:7]([F:8])=[C:6](Br)[N:5]=[C:4]([C:10]([O:12][CH3:13])=[O:11])[C:3]=1[Cl:14].[S:15]1[C:19]2[CH:20]=[CH:21][C:22](B(O)O)=[CH:23][C:18]=2[N:17]=[CH:16]1.[F-].[K+].CC#N. The catalyst is ClCCl.CC([O-])=O.CC([O-])=O.[Pd+2].O. The product is [NH2:1][C:2]1[C:7]([F:8])=[C:6]([C:22]2[CH:21]=[CH:20][C:19]3[S:15][CH:16]=[N:17][C:18]=3[CH:23]=2)[N:5]=[C:4]([C:10]([O:12][CH3:13])=[O:11])[C:3]=1[Cl:14]. The yield is 0.510. (6) The reactants are [F:1][C:2]([F:25])([F:24])[C:3]1[CH:8]=[CH:7][C:6]([C:9]([F:12])([F:11])[F:10])=[CH:5][C:4]=1[NH:13][C:14](=[O:23])[C:15]1[CH:20]=[C:19]([Cl:21])[CH:18]=[CH:17][C:16]=1[OH:22].[C:26](Cl)(=[O:28])[CH3:27]. No catalyst specified. The product is [C:26]([O:22][C:16]1[CH:17]=[CH:18][C:19]([Cl:21])=[CH:20][C:15]=1[C:14]([NH:13][C:4]1[CH:5]=[C:6]([C:9]([F:10])([F:11])[F:12])[CH:7]=[CH:8][C:3]=1[C:2]([F:1])([F:24])[F:25])=[O:23])(=[O:28])[CH3:27]. The yield is 0.0660.